From a dataset of Full USPTO retrosynthesis dataset with 1.9M reactions from patents (1976-2016). Predict the reactants needed to synthesize the given product. (1) Given the product [Br:16][C:17]1[CH:22]=[CH:21][C:20]([CH2:23][CH2:24][CH2:25][C:9]([O:11][C:12]([CH3:13])([CH3:14])[CH3:15])=[O:10])=[CH:19][CH:18]=1, predict the reactants needed to synthesize it. The reactants are: [C:12]([O:11][C:9](O[C:9]([O:11][C:12]([CH3:15])([CH3:14])[CH3:13])=[O:10])=[O:10])([CH3:15])([CH3:14])[CH3:13].[Br:16][C:17]1[CH:22]=[CH:21][C:20]([CH2:23][CH2:24][CH2:25]C(O)=O)=[CH:19][CH:18]=1. (2) Given the product [C:1]([C:3]1[CH:33]=[CH:32][C:6]([CH2:7][CH:8]([C:16]([NH:18][S:19]([C:22]2[CH:31]=[CH:30][C:29]3[C:24](=[CH:25][CH:26]=[CH:27][CH:28]=3)[CH:23]=2)(=[O:20])=[O:21])=[O:17])[C:9]([N:11]([CH2:12][CH3:13])[C:14]2[CH:39]=[CH:38][CH:37]=[CH:42][CH:15]=2)=[O:10])=[CH:5][CH:4]=1)#[N:2], predict the reactants needed to synthesize it. The reactants are: [C:1]([C:3]1[CH:33]=[CH:32][C:6]([CH2:7][CH:8]([C:16]([NH:18][S:19]([C:22]2[CH:31]=[CH:30][C:29]3[C:24](=[CH:25][CH:26]=[CH:27][CH:28]=3)[CH:23]=2)(=[O:21])=[O:20])=[O:17])[C:9]([N:11]([CH2:14][CH3:15])[CH2:12][CH3:13])=[O:10])=[CH:5][CH:4]=1)#[N:2].C(N[C:37]1[CH:42]=CC=[CH:39][CH:38]=1)C. (3) Given the product [C:16]([C:15]1[C:19]([CH3:27])=[C:20]([I:26])[C:21]([F:25])=[C:22]([O:23][CH3:24])[C:14]=1[NH:13][C:30](=[O:31])[C:29]([F:40])([F:39])[F:28])#[N:18], predict the reactants needed to synthesize it. The reactants are: C(N(CC)CC)C.O1CCCC1.[NH2:13][C:14]1[C:22]([O:23][CH3:24])=[C:21]([F:25])[C:20]([I:26])=[C:19]([CH3:27])[C:15]=1[C:16]([NH2:18])=O.[F:28][C:29]([F:40])([F:39])[C:30](O[C:30](=[O:31])[C:29]([F:40])([F:39])[F:28])=[O:31]. (4) Given the product [C:11]([C:10]1[CH:13]=[CH:14][C:15]([C:17]([F:18])([F:19])[F:20])=[CH:16][C:9]=1[NH:8][C:36]([N:32]1[CH2:33][C@H:34]([CH3:35])[N:29]([C:26]2[CH:27]=[CH:28][C:23]([C:21]#[N:22])=[C:24]([O:4][CH3:3])[CH:25]=2)[CH2:30][C@H:31]1[CH3:39])=[O:37])#[N:12], predict the reactants needed to synthesize it. The reactants are: C1C[O:4][CH2:3]C1.[H-].[Na+].[NH2:8][C:9]1[CH:16]=[C:15]([C:17]([F:20])([F:19])[F:18])[CH:14]=[CH:13][C:10]=1[C:11]#[N:12].[C:21]([C:23]1[CH:28]=[CH:27][C:26]([N:29]2[C@@H:34]([CH3:35])[CH2:33][N:32]([C:36](Cl)=[O:37])[C@H:31]([CH3:39])[CH2:30]2)=[CH:25][C:24]=1C(F)(F)F)#[N:22].